Dataset: Peptide-MHC class I binding affinity with 185,985 pairs from IEDB/IMGT. Task: Regression. Given a peptide amino acid sequence and an MHC pseudo amino acid sequence, predict their binding affinity value. This is MHC class I binding data. (1) The peptide sequence is GGAAICGKY. The MHC is HLA-B27:05 with pseudo-sequence HLA-B27:05. The binding affinity (normalized) is 0. (2) The peptide sequence is VPAYSFLPGV. The MHC is HLA-B07:02 with pseudo-sequence HLA-B07:02. The binding affinity (normalized) is 0.388. (3) The peptide sequence is VTGFMEEEIK. The MHC is HLA-A31:01 with pseudo-sequence HLA-A31:01. The binding affinity (normalized) is 0.142. (4) The peptide sequence is YTVKYPNG. The MHC is H-2-Kb with pseudo-sequence H-2-Kb. The binding affinity (normalized) is 0.144. (5) The peptide sequence is KYFDDVTAF. The MHC is HLA-B07:02 with pseudo-sequence HLA-B07:02. The binding affinity (normalized) is 0.0847. (6) The peptide sequence is EEPVSLLPLS. The MHC is HLA-B40:02 with pseudo-sequence HLA-B40:02. The binding affinity (normalized) is 0.194.